This data is from Orexin1 receptor HTS with 218,158 compounds and 233 confirmed actives. The task is: Binary Classification. Given a drug SMILES string, predict its activity (active/inactive) in a high-throughput screening assay against a specified biological target. The molecule is Fc1ccc(C(=O)N\N=C\c2cc([N+]([O-])=O)c(N3CCOCC3)cc2)cc1. The result is 0 (inactive).